This data is from Forward reaction prediction with 1.9M reactions from USPTO patents (1976-2016). The task is: Predict the product of the given reaction. (1) Given the reactants [Br:1][C:2]1[CH:3]=[C:4]2[C:8](=[CH:9][CH:10]=1)[NH:7][CH:6]=[CH:5]2.[CH3:11][S:12](Cl)(=[O:14])=[O:13], predict the reaction product. The product is: [Br:1][C:2]1[CH:3]=[C:4]2[C:8](=[CH:9][CH:10]=1)[N:7]([S:12]([CH3:11])(=[O:14])=[O:13])[CH:6]=[CH:5]2. (2) Given the reactants [Cl:1][C:2]1[C:3]([CH:8]=O)=[N:4][NH:5][C:6]=1[CH3:7].[F:10][C:11]1[CH:16]=[CH:15][C:14]([C:17]2[NH:26][C:20]3=[N:21][CH:22]=[C:23]([NH2:25])[CH:24]=[C:19]3[CH:18]=2)=[CH:13][CH:12]=1.[BH4-].[Na+], predict the reaction product. The product is: [Cl:1][C:2]1[C:3]([CH2:8][NH:25][C:23]2[CH:24]=[C:19]3[CH:18]=[C:17]([C:14]4[CH:13]=[CH:12][C:11]([F:10])=[CH:16][CH:15]=4)[NH:26][C:20]3=[N:21][CH:22]=2)=[N:4][NH:5][C:6]=1[CH3:7]. (3) Given the reactants [N:1]1([CH2:6][C:7]2[CH:8]=[CH:9][C:10]([C:13]3[CH:18]=[C:17]([O:19][C:20]([F:23])([F:22])[F:21])[CH:16]=[CH:15][C:14]=3[S:24]([NH:27]C(C)(C)C)(=[O:26])=[O:25])=[N:11][CH:12]=2)[CH:5]=[CH:4][N:3]=[CH:2]1.C([O-])(O)=O.[Na+], predict the reaction product. The product is: [N:1]1([CH2:6][C:7]2[CH:8]=[CH:9][C:10]([C:13]3[CH:18]=[C:17]([O:19][C:20]([F:23])([F:21])[F:22])[CH:16]=[CH:15][C:14]=3[S:24]([NH2:27])(=[O:26])=[O:25])=[N:11][CH:12]=2)[CH:5]=[CH:4][N:3]=[CH:2]1. (4) The product is: [CH3:1][O:2][C:3]1[CH:8]=[CH:7][C:6]([NH:9][S:18]([C:21]2[CH:22]=[CH:23][C:24]([C:25]([O:27][CH3:28])=[O:26])=[CH:29][CH:30]=2)(=[O:20])=[O:19])=[CH:5][CH:4]=1. Given the reactants [CH3:1][O:2][C:3]1[CH:8]=[CH:7][C:6]([NH2:9])=[CH:5][CH:4]=1.C(N(CC)CC)C.Cl[S:18]([C:21]1[CH:30]=[CH:29][C:24]([C:25]([O:27][CH3:28])=[O:26])=[CH:23][CH:22]=1)(=[O:20])=[O:19], predict the reaction product.